This data is from Forward reaction prediction with 1.9M reactions from USPTO patents (1976-2016). The task is: Predict the product of the given reaction. (1) Given the reactants [Br:1][C:2]1[CH:7]=[CH:6][C:5]([O:8][CH3:9])=[CH:4][C:3]=1[CH2:10][CH2:11][C:12]#[N:13], predict the reaction product. The product is: [Br:1][C:2]1[CH:7]=[CH:6][C:5]([O:8][CH3:9])=[CH:4][C:3]=1[CH2:10][CH2:11][CH2:12][NH2:13]. (2) Given the reactants C[O:2][C:3]1[C:16]2[C:7](=[CH:8][C:9]3[C:14]([CH:15]=2)=[CH:13][CH:12]=[CH:11][CH:10]=3)[C:6]([O:17]C)=[CH:5][CH:4]=1.C1C=CC2C(=O)C3C(=C(O)C=CC=3O)C(=O)C=2C=1.[BH4-].[Na+], predict the reaction product. The product is: [C:3]1(=[O:2])[C:16]2[C:7](=[CH:8][C:9]3[C:14]([CH:15]=2)=[CH:13][CH:12]=[CH:11][CH:10]=3)[C:6](=[O:17])[CH:5]=[CH:4]1. (3) Given the reactants [Cl:1][C:2]1[CH:21]=[C:20]([Cl:22])[CH:19]=[CH:18][C:3]=1[CH2:4][O:5][C:6]1[CH:17]=[CH:16][C:9]2[C:10](=[N:13]OC)[CH2:11][O:12][C:8]=2[CH:7]=1, predict the reaction product. The product is: [Cl:1][C:2]1[CH:21]=[C:20]([Cl:22])[CH:19]=[CH:18][C:3]=1[CH2:4][O:5][C:6]1[CH:17]=[CH:16][C:9]2[CH:10]([NH2:13])[CH2:11][O:12][C:8]=2[CH:7]=1. (4) The product is: [CH:1]1([C:7]2[CH:27]=[CH:26][C:10]([CH2:11][O:12]/[N:13]=[C:14](/[C:16]3[CH:23]=[CH:22][C:19]([CH2:20][N:32]4[CH2:35][CH:34]([C:36]([OH:38])=[O:37])[CH2:33]4)=[C:18]([CH2:24][CH3:25])[CH:17]=3)\[CH3:15])=[CH:9][C:8]=2[C:28]([F:29])([F:30])[F:31])[CH2:6][CH2:5][CH2:4][CH2:3][CH2:2]1. Given the reactants [CH:1]1([C:7]2[CH:27]=[CH:26][C:10]([CH2:11][O:12][N:13]=[C:14]([C:16]3[CH:23]=[CH:22][C:19]([CH:20]=O)=[C:18]([CH2:24][CH3:25])[CH:17]=3)[CH3:15])=[CH:9][C:8]=2[C:28]([F:31])([F:30])[F:29])[CH2:6][CH2:5][CH2:4][CH2:3][CH2:2]1.[NH:32]1[CH2:35][CH:34]([C:36]([OH:38])=[O:37])[CH2:33]1.[BH-](OC(C)=O)(OC(C)=O)OC(C)=O.[Na+].[OH-].[Na+], predict the reaction product. (5) The product is: [BrH:14].[OH:2][C:3]1[CH:4]=[C:5]([CH:9]=[CH:10][C:11]=1[OH:12])[CH2:6][NH:7][CH3:8]. Given the reactants C[O:2][C:3]1[CH:4]=[C:5]([CH:9]=[CH:10][C:11]=1[O:12]C)[CH2:6][NH:7][CH3:8].[BrH:14], predict the reaction product. (6) Given the reactants FC(F)(F)C(O)=O.[C:8]([C:10]1[NH:11][C:12](=[O:28])[N:13]([CH:15]2[CH2:20][CH2:19][N:18](C(OC(C)(C)C)=O)[CH2:17][CH2:16]2)[CH:14]=1)#[N:9], predict the reaction product. The product is: [O:28]=[C:12]1[NH:11][C:10]([C:8]#[N:9])=[CH:14][N:13]1[CH:15]1[CH2:20][CH2:19][NH:18][CH2:17][CH2:16]1.